This data is from Full USPTO retrosynthesis dataset with 1.9M reactions from patents (1976-2016). The task is: Predict the reactants needed to synthesize the given product. (1) Given the product [C:17]([NH:21][S:22]([CH2:25][O:10][C:5]1[CH:4]=[CH:3][C:2]([Cl:1])=[CH:9][C:6]=1[CH:7]=[O:8])(=[O:24])=[O:23])([CH3:20])([CH3:19])[CH3:18], predict the reactants needed to synthesize it. The reactants are: [Cl:1][C:2]1[CH:3]=[CH:4][C:5]([OH:10])=[C:6]([CH:9]=1)[CH:7]=[O:8].C([O-])([O-])=O.[K+].[K+].[C:17]([NH:21][S:22]([CH2:25]Cl)(=[O:24])=[O:23])([CH3:20])([CH3:19])[CH3:18].Cl. (2) The reactants are: C([O:8][C:9]1[CH:10]=[C:11]2[C:15](=[CH:16][CH:17]=1)[NH:14][C:13]([C:18]([N:20]1[CH2:25][CH2:24][N:23]([CH3:26])[CH2:22][CH2:21]1)=[O:19])=[CH:12]2)C1C=CC=CC=1. Given the product [OH:8][C:9]1[CH:10]=[C:11]2[C:15](=[CH:16][CH:17]=1)[NH:14][C:13]([C:18]([N:20]1[CH2:25][CH2:24][N:23]([CH3:26])[CH2:22][CH2:21]1)=[O:19])=[CH:12]2, predict the reactants needed to synthesize it. (3) Given the product [C:20]([O:19][C:17]([NH:1][CH:2]1[CH2:7][CH2:6][CH:5]([C:8]([OH:10])=[O:9])[CH2:4][CH2:3]1)=[O:18])([CH3:23])([CH3:22])[CH3:21], predict the reactants needed to synthesize it. The reactants are: [NH2:1][CH:2]1[CH2:7][CH2:6][CH:5]([C:8]([OH:10])=[O:9])[CH2:4][CH2:3]1.C(=O)([O-])[O-].[K+].[K+].[C:17](O[C:17]([O:19][C:20]([CH3:23])([CH3:22])[CH3:21])=[O:18])([O:19][C:20]([CH3:23])([CH3:22])[CH3:21])=[O:18].CC(C)=O.